This data is from NCI-60 drug combinations with 297,098 pairs across 59 cell lines. The task is: Regression. Given two drug SMILES strings and cell line genomic features, predict the synergy score measuring deviation from expected non-interaction effect. (1) Drug 1: C1C(C(OC1N2C=NC3=C(N=C(N=C32)Cl)N)CO)O. Drug 2: C1=NC2=C(N1)C(=S)N=CN2. Cell line: HOP-92. Synergy scores: CSS=41.3, Synergy_ZIP=-16.7, Synergy_Bliss=-19.1, Synergy_Loewe=-10.8, Synergy_HSA=-9.05. (2) Drug 1: C1=CC(=CC=C1CCC2=CNC3=C2C(=O)NC(=N3)N)C(=O)NC(CCC(=O)O)C(=O)O. Drug 2: C#CCC(CC1=CN=C2C(=N1)C(=NC(=N2)N)N)C3=CC=C(C=C3)C(=O)NC(CCC(=O)O)C(=O)O. Cell line: NCI-H322M. Synergy scores: CSS=24.4, Synergy_ZIP=5.88, Synergy_Bliss=9.71, Synergy_Loewe=10.4, Synergy_HSA=10.3. (3) Drug 1: CN1CCC(CC1)COC2=C(C=C3C(=C2)N=CN=C3NC4=C(C=C(C=C4)Br)F)OC. Drug 2: CC(C)(C#N)C1=CC(=CC(=C1)CN2C=NC=N2)C(C)(C)C#N. Cell line: HL-60(TB). Synergy scores: CSS=-1.64, Synergy_ZIP=8.33, Synergy_Bliss=7.65, Synergy_Loewe=2.99, Synergy_HSA=0.0153.